This data is from Forward reaction prediction with 1.9M reactions from USPTO patents (1976-2016). The task is: Predict the product of the given reaction. (1) Given the reactants [NH2:1][C:2]1[O:6][CH:5]([C:7]2[CH:12]=[C:11]([Cl:13])[CH:10]=[C:9]([Cl:14])[CH:8]=2)[C:4](=[O:15])[C:3]=1[OH:16].C(N(CC)CC)C.[C:24]1([CH2:30][S:31](Cl)(=[O:33])=[O:32])[CH:29]=[CH:28][CH:27]=[CH:26][CH:25]=1.[Cl-].[NH4+], predict the reaction product. The product is: [Cl:13][C:11]1[CH:12]=[C:7]([CH:5]2[C:4](=[O:15])[C:3]([O:16][S:31]([CH2:30][C:24]3[CH:29]=[CH:28][CH:27]=[CH:26][CH:25]=3)(=[O:33])=[O:32])=[C:2]([NH2:1])[O:6]2)[CH:8]=[C:9]([Cl:14])[CH:10]=1. (2) Given the reactants [CH2:1]([N:8]1[CH:12]=[CH:11][C:10](C=O)=[N:9]1)[C:2]1[CH:7]=[CH:6][CH:5]=[CH:4][CH:3]=1.C(Br)(Br)Br.[OH-:19].[K+].[O:21]1[CH2:26][CH2:25][O:24][CH2:23]C1.CO, predict the reaction product. The product is: [CH2:1]([N:8]1[CH:12]=[CH:11][C:10]([CH:25]([O:24][CH3:23])[C:26]([OH:21])=[O:19])=[N:9]1)[C:2]1[CH:3]=[CH:4][CH:5]=[CH:6][CH:7]=1. (3) Given the reactants Cl[C:2]1[N:7]=[C:6]([N:8]2[CH2:13][CH2:12][O:11][CH2:10][CH2:9]2)[C:5]([S:14][CH3:15])=[C:4]([Cl:16])[N:3]=1.CC1(C)C(C)(C)OB([C:25]2[CH:31]=[CH:30][C:28]([NH2:29])=[CH:27][CH:26]=2)O1.C([O-])([O-])=O.[Na+].[Na+], predict the reaction product. The product is: [Cl:16][C:4]1[C:5]([S:14][CH3:15])=[C:6]([N:8]2[CH2:13][CH2:12][O:11][CH2:10][CH2:9]2)[N:7]=[C:2]([C:25]2[CH:31]=[CH:30][C:28]([NH2:29])=[CH:27][CH:26]=2)[N:3]=1. (4) Given the reactants C([N:8]1[CH2:13][CH2:12][CH:11]([N:14]2[CH:19]=[CH:18][C:17](=[O:20])[C:16]([C:21]3[N:25]([C:26]4[CH:31]=[CH:30][CH:29]=[CH:28][CH:27]=4)[N:24]=[CH:23][CH:22]=3)=[N:15]2)[CH2:10][CH2:9]1)C1C=CC=CC=1, predict the reaction product. The product is: [C:26]1([N:25]2[C:21]([C:16]3[C:17](=[O:20])[CH:18]=[CH:19][N:14]([CH:11]4[CH2:12][CH2:13][NH:8][CH2:9][CH2:10]4)[N:15]=3)=[CH:22][CH:23]=[N:24]2)[CH:27]=[CH:28][CH:29]=[CH:30][CH:31]=1.